From a dataset of Reaction yield outcomes from USPTO patents with 853,638 reactions. Predict the reaction yield, written as a fraction of the theoretical maximum amount of product (1.0 means a 100% yield; for example, 0.34 means a 34% yield). (1) The reactants are [Cl:1][C:2]1[CH:23]=[C:22]([Cl:24])[CH:21]=[CH:20][C:3]=1[O:4][C:5]1[CH:10]=[CH:9][CH:8]=[CH:7][C:6]=1[NH:11][C:12]([CH:14]1[CH2:19][CH2:18][NH:17][CH2:16][CH2:15]1)=[O:13].N1C=CC=CC=1.[Cl:31][C:32]1[CH:37]=[CH:36][C:35]([Cl:38])=[CH:34][C:33]=1[S:39](Cl)(=[O:41])=[O:40]. The product is [Cl:1][C:2]1[CH:23]=[C:22]([Cl:24])[CH:21]=[CH:20][C:3]=1[O:4][C:5]1[CH:10]=[CH:9][CH:8]=[CH:7][C:6]=1[NH:11][C:12]([CH:14]1[CH2:19][CH2:18][N:17]([S:39]([C:33]2[CH:34]=[C:35]([Cl:38])[CH:36]=[CH:37][C:32]=2[Cl:31])(=[O:41])=[O:40])[CH2:16][CH2:15]1)=[O:13]. The yield is 0.440. The catalyst is C(Cl)Cl. (2) The yield is 0.920. The product is [ClH:31].[NH2:15][CH2:14][C:11]1[N:10]2[C:2](=[O:1])[C:3]3[NH:4][CH:5]=[N:6][C:7]=3[N:8]([CH2:26][CH2:27][CH2:28][CH2:29][CH3:30])[C:9]2=[N:13][N:12]=1. The catalyst is CO.[Pd]. The reactants are [O:1]=[C:2]1[N:10]2[C:11]([CH2:14][NH:15]C(=O)OCC3C=CC=CC=3)=[N:12][N:13]=[C:9]2[N:8]([CH2:26][CH2:27][CH2:28][CH2:29][CH3:30])[C:7]2[N:6]=[CH:5][NH:4][C:3]1=2.[ClH:31]. (3) The reactants are [CH2:1]1[NH:6][CH2:5][CH2:4][N:3]2[C:7](=[O:10])[CH2:8][CH2:9][C@H:2]12.CS(O[CH:16]1[CH2:19][N:18]([CH:20]([C:27]2[CH:32]=[CH:31][CH:30]=[CH:29][CH:28]=2)[C:21]2[CH:26]=[CH:25][CH:24]=[CH:23][CH:22]=2)[CH2:17]1)(=O)=O.C(N(CC)CC)C. The catalyst is C(#N)C. The product is [C:21]1([CH:20]([C:27]2[CH:32]=[CH:31][CH:30]=[CH:29][CH:28]=2)[N:18]2[CH2:19][CH:16]([N:6]3[CH2:5][CH2:4][N:3]4[C:7](=[O:10])[CH2:8][CH2:9][C@@H:2]4[CH2:1]3)[CH2:17]2)[CH:22]=[CH:23][CH:24]=[CH:25][CH:26]=1. The yield is 0.540.